Predict the product of the given reaction. From a dataset of Forward reaction prediction with 1.9M reactions from USPTO patents (1976-2016). (1) Given the reactants [F:1][C:2]1[CH:7]=[CH:6][C:5]([N+:8]([O-:10])=[O:9])=[CH:4][C:3]=1[C:11]1[O:12][C:13]2[CH:19]=[CH:18][C:17](Br)=[CH:16][C:14]=2[N:15]=1.[O:21]1[C:25]2[CH:26]=[CH:27][CH:28]=[CH:29][C:24]=2[CH:23]=[C:22]1B(O)O, predict the reaction product. The product is: [F:1][C:2]1[CH:7]=[CH:6][C:5]([N+:8]([O-:10])=[O:9])=[CH:4][C:3]=1[C:11]1[O:12][C:13]2[CH:19]=[CH:18][C:17]([C:22]3[O:21][C:25]4[CH:26]=[CH:27][CH:28]=[CH:29][C:24]=4[CH:23]=3)=[CH:16][C:14]=2[N:15]=1. (2) Given the reactants [N+:1]([C:4]1[CH:13]=[C:12]2[C:7]([CH:8]=[CH:9][N+:10]([O-])=[CH:11]2)=[CH:6][CH:5]=1)([O-:3])=[O:2].P(Cl)(Cl)([Cl:17])=O.C(=O)([O-])O.[Na+], predict the reaction product. The product is: [Cl:17][C:11]1[C:12]2[C:7](=[CH:6][CH:5]=[C:4]([N+:1]([O-:3])=[O:2])[CH:13]=2)[CH:8]=[CH:9][N:10]=1. (3) Given the reactants [CH3:1][CH:2]1[CH:10]2[CH2:11][CH2:12][C:13]3[CH:14]=[N:15][C:16]([C:19]4[CH:24]=[CH:23][CH:22]=[CH:21][CH:20]=4)=[N:17][C:18]=3[C:9]2([C:25]2[CH:30]=[CH:29][CH:28]=[CH:27][CH:26]=2)[CH2:8][C:4]2[CH:5]=[N:6][O:7][C:3]1=2.C[O-].[Na+], predict the reaction product. The product is: [CH3:1][CH:2]1[CH:10]2[CH2:11][CH2:12][C:13]3[CH:14]=[N:15][C:16]([C:19]4[CH:20]=[CH:21][CH:22]=[CH:23][CH:24]=4)=[N:17][C:18]=3[C:9]2([C:25]2[CH:30]=[CH:29][CH:28]=[CH:27][CH:26]=2)[CH2:8][CH:4]([C:5]#[N:6])[C:3]1=[O:7]. (4) Given the reactants CO[CH:3](OC)[C:4](=[N:7][OH:8])[C:5]#[N:6].[OH:11][CH2:12][CH2:13][NH:14][NH2:15].[ClH:16], predict the reaction product. The product is: [ClH:16].[NH2:6][C:5]1[N:14]([CH2:13][CH2:12][OH:11])[N:15]=[CH:3][C:4]=1[N:7]=[O:8]. (5) Given the reactants [CH2:1]([N:4]([CH2:25][C:26]1[CH:31]=[CH:30][CH:29]=[CH:28][CH:27]=1)[C:5]1[C:9]([C:10](N(OC)C)=[O:11])=[CH:8][N:7]([CH2:16][C:17]2[CH:22]=[CH:21][C:20]([O:23][CH3:24])=[CH:19][CH:18]=2)[N:6]=1)[CH:2]=[CH2:3].[CH:32]([Mg]Br)=[CH2:33], predict the reaction product. The product is: [CH2:1]([N:4]([CH2:25][C:26]1[CH:27]=[CH:28][CH:29]=[CH:30][CH:31]=1)[C:5]1[C:9]([C:10](=[O:11])[CH:32]=[CH2:33])=[CH:8][N:7]([CH2:16][C:17]2[CH:18]=[CH:19][C:20]([O:23][CH3:24])=[CH:21][CH:22]=2)[N:6]=1)[CH:2]=[CH2:3]. (6) Given the reactants [C:1]([O-:4])(O)=O.[Na+].[CH3:6][C:7]([CH3:14])([CH2:11][CH:12]=[CH2:13])[CH2:8][CH2:9][NH2:10].C(Cl)(Cl)=O.C1(C)C=CC=CC=1, predict the reaction product. The product is: [N:10]([CH2:9][CH2:8][C:7]([CH3:14])([CH3:6])[CH2:11][CH:12]=[CH2:13])=[C:1]=[O:4]. (7) The product is: [Cl:21][C:4]1[CH:5]=[C:6]([C:8]2[CH2:13][CH2:12][N:11]([C:14]([O:16][C:17]([CH3:20])([CH3:19])[CH3:18])=[O:15])[CH2:10][CH:9]=2)[CH:7]=[C:2]([N:23]([CH2:24][CH2:25][OH:26])[CH3:22])[N:3]=1. Given the reactants Cl[C:2]1[CH:7]=[C:6]([C:8]2[CH2:13][CH2:12][N:11]([C:14]([O:16][C:17]([CH3:20])([CH3:19])[CH3:18])=[O:15])[CH2:10][CH:9]=2)[CH:5]=[C:4]([Cl:21])[N:3]=1.[CH3:22][NH:23][CH2:24][CH2:25][OH:26], predict the reaction product. (8) The product is: [Cl:1][C:2]1[N:10]=[C:9]2[C:5]([N:6]=[C:7]([CH2:13][N:14]3[CH2:24][CH2:23][CH:17]([N:31]4[CH2:36][CH2:35][CH2:34][CH2:33][C:32]4=[O:37])[CH2:16][CH2:15]3)[N:8]2[CH2:11][CH3:12])=[C:4]([N:25]2[CH2:30][CH2:29][O:28][CH2:27][CH2:26]2)[N:3]=1. Given the reactants [Cl:1][C:2]1[N:10]=[C:9]2[C:5]([N:6]=[C:7]([CH2:13][N:14]3[CH2:24][CH2:23][C:17]4(C(=O)NCC4)[CH2:16][CH2:15]3)[N:8]2[CH2:11][CH3:12])=[C:4]([N:25]2[CH2:30][CH2:29][O:28][CH2:27][CH2:26]2)[N:3]=1.[N:31]1(C2CCNCC2)[CH2:36][CH2:35][CH2:34][CH2:33][C:32]1=[O:37], predict the reaction product.